From a dataset of Full USPTO retrosynthesis dataset with 1.9M reactions from patents (1976-2016). Predict the reactants needed to synthesize the given product. (1) Given the product [CH2:1]([C:3]1[N:7]([C:8]2[N:16]=[C:15]3[C:11]([N:12]=[C:13]([CH2:18][N:39]4[CH2:40][CH2:41][CH:36]([N:33]5[CH2:34][CH2:35][C@H:31]([F:30])[CH2:32]5)[CH2:37][CH2:38]4)[N:14]3[CH3:17])=[C:10]([N:20]3[CH2:21][CH2:22][O:23][CH2:24][CH2:25]3)[N:9]=2)[C:6]2[CH:26]=[CH:27][CH:28]=[CH:29][C:5]=2[N:4]=1)[CH3:2], predict the reactants needed to synthesize it. The reactants are: [CH2:1]([C:3]1[N:7]([C:8]2[N:16]=[C:15]3[C:11]([N:12]=[C:13]([CH:18]=O)[N:14]3[CH3:17])=[C:10]([N:20]3[CH2:25][CH2:24][O:23][CH2:22][CH2:21]3)[N:9]=2)[C:6]2[CH:26]=[CH:27][CH:28]=[CH:29][C:5]=2[N:4]=1)[CH3:2].[F:30][C@H:31]1[CH2:35][CH2:34][N:33]([CH:36]2[CH2:41][CH2:40][NH:39][CH2:38][CH2:37]2)[CH2:32]1.C(O[BH-](OC(=O)C)OC(=O)C)(=O)C.[Na+]. (2) Given the product [NH2:8][C@@H:9]1[CH:14]=[CH:13][C@@H:12]([CH2:15][O:16][Si:17]([C:20]([CH3:23])([CH3:22])[CH3:21])([CH3:18])[CH3:19])[O:11][CH2:10]1, predict the reactants needed to synthesize it. The reactants are: C(OC([NH:8][C@@H:9]1[CH:14]=[CH:13][C@@H:12]([CH2:15][O:16][Si:17]([C:20]([CH3:23])([CH3:22])[CH3:21])([CH3:19])[CH3:18])[O:11][CH2:10]1)=O)(C)(C)C.FC(F)(F)S(O[Si](C(C)(C)C)(C)C)(=O)=O.N1C(C)=CC=CC=1C.[Cl-].[NH4+]. (3) Given the product [Br:3][C:17]1[C:18]([CH3:20])=[N:19][C:14]([C:8]2[CH:9]=[CH:10][C:11]([Cl:13])=[CH:12][C:7]=2[Cl:6])=[C:15]([CH3:22])[N:16]=1.[Cl:6][C:7]1[CH:12]=[C:11]([Cl:13])[CH:10]=[CH:9][C:8]=1[C:14]1[C:15]([CH3:22])=[N:16][CH:17]=[C:18]([CH3:20])[N:19]=1, predict the reactants needed to synthesize it. The reactants are: P(Br)(Br)([Br:3])=O.[Cl:6][C:7]1[CH:12]=[C:11]([Cl:13])[CH:10]=[CH:9][C:8]=1[C:14]1[C:15]([CH3:22])=[N+:16]([O-])[CH:17]=[C:18]([CH3:20])[N:19]=1.CN(C1C2C(N(C)C)=CC=CC=2C=CC=1)C. (4) The reactants are: Cl[C:2]1[N:7]=[CH:6][N:5]=[C:4]([NH:8][CH2:9][C@@H:10]([C:12]2[CH:17]=[CH:16][CH:15]=[CH:14][CH:13]=2)[OH:11])[CH:3]=1.[F:18][C:19]1([F:37])[O:23][C:22]2[CH:24]=[CH:25][C:26](B3OC(C)(C)C(C)(C)O3)=[CH:27][C:21]=2[O:20]1.[O-]P([O-])([O-])=O.[K+].[K+].[K+]. Given the product [F:37][C:19]1([F:18])[O:20][C:21]2[CH:27]=[CH:26][C:25]([C:2]3[N:7]=[CH:6][N:5]=[C:4]([NH:8][CH2:9][C@@H:10]([C:12]4[CH:17]=[CH:16][CH:15]=[CH:14][CH:13]=4)[OH:11])[CH:3]=3)=[CH:24][C:22]=2[O:23]1, predict the reactants needed to synthesize it.